This data is from Reaction yield outcomes from USPTO patents with 853,638 reactions. The task is: Predict the reaction yield, written as a fraction of the theoretical maximum amount of product (1.0 means a 100% yield; for example, 0.34 means a 34% yield). (1) The reactants are [Br:1][C:2]1[N:6]([CH2:7][C:8]([C:10]2[CH:15]=[CH:14][C:13]([O:16][CH3:17])=[CH:12][CH:11]=2)=O)[C:5]([C:18]([O:20]C)=O)=[CH:4][CH:3]=1.[CH2:22]([NH2:25])[CH2:23][NH2:24]. The catalyst is O1CCOCC1. The product is [Br:1][C:2]1[N:6]2[CH2:7][C:8]3([C:10]4[CH:11]=[CH:12][C:13]([O:16][CH3:17])=[CH:14][CH:15]=4)[NH:25][CH2:22][CH2:23][N:24]3[C:18](=[O:20])[C:5]2=[CH:4][CH:3]=1. The yield is 0.520. (2) The catalyst is N1C=CC=CC=1. The yield is 0.290. The product is [NH2:29][S:26]([NH:2][CH2:3][CH2:4][NH:5][C:6]1[C:7]([C:11](=[N:12][OH:13])[NH:15][C:16]2[CH:17]=[CH:18][C:19]([F:24])=[C:20]([C:21]#[N:22])[CH:23]=2)=[N:8][O:9][N:10]=1)(=[O:28])=[O:27]. The reactants are I.[NH2:2][CH2:3][CH2:4][NH:5][C:6]1[C:7]([C:11]2[N:15]([C:16]3[CH:17]=[CH:18][C:19]([F:24])=[C:20]([CH:23]=3)[C:21]#[N:22])C(=O)[O:13][N:12]=2)=[N:8][O:9][N:10]=1.[S:26](N)([NH2:29])(=[O:28])=[O:27].[OH-].[Na+].O. (3) The reactants are [F:1][C:2]1[CH:10]=[C:9]2[C:5]([C:6]([C:11]3[CH:12]=[CH:13][C:14]([NH2:17])=[N:15][CH:16]=3)=[CH:7][NH:8]2)=[CH:4][CH:3]=1.[NH:18]([C:30]([O:32][C:33]([CH3:36])([CH3:35])[CH3:34])=[O:31])[C@H:19]([C:27](O)=[O:28])[CH2:20][C:21]1[CH:26]=[CH:25][CH:24]=[CH:23][CH:22]=1. No catalyst specified. The product is [F:1][C:2]1[CH:10]=[C:9]2[C:5]([C:6]([C:11]3[CH:12]=[CH:13][C:14]([NH:17][C:27](=[O:28])[C@@H:19]([NH:18][C:30](=[O:31])[O:32][C:33]([CH3:34])([CH3:35])[CH3:36])[CH2:20][C:21]4[CH:26]=[CH:25][CH:24]=[CH:23][CH:22]=4)=[N:15][CH:16]=3)=[CH:7][NH:8]2)=[CH:4][CH:3]=1. The yield is 0.420. (4) The reactants are [CH3:1][C:2]1[NH:3][C:4](=O)[C:5]2[CH:10]=[C:9]([CH3:11])[O:8][C:6]=2[N:7]=1.O=P(Cl)(Cl)[Cl:15]. No catalyst specified. The product is [Cl:15][C:4]1[C:5]2[CH:10]=[C:9]([CH3:11])[O:8][C:6]=2[N:7]=[C:2]([CH3:1])[N:3]=1. The yield is 0.850. (5) The reactants are F[C:2]1[CH:9]=[CH:8][C:5]([C:6]#[N:7])=[CH:4][CH:3]=1.C(=O)([O-])[O-].[Cs+].[Cs+].[Cl:16][C:17]1[CH:22]=[CH:21][C:20]([SH:23])=[CH:19][C:18]=1[O:24][CH3:25].Cl. The product is [Cl:16][C:17]1[CH:22]=[CH:21][C:20]([S:23][C:2]2[CH:9]=[CH:8][C:5]([C:6]#[N:7])=[CH:4][CH:3]=2)=[CH:19][C:18]=1[O:24][CH3:25]. The catalyst is C(#N)C.O.C(OCC)(=O)C.CO.[Cu-]=O. The yield is 0.930. (6) The reactants are Br[C:2]1[CH:3]=[N:4][CH:5]=[C:6]([O:8][C:9]2[CH:14]=[CH:13][CH:12]=[CH:11][CH:10]=2)[CH:7]=1.C([Li])CCC.[O:20]=[C:21]1[CH2:27][CH:26]2[CH2:28][CH:22]1[CH2:23][N:24]([C:29]([O:31][CH2:32][CH3:33])=[O:30])[CH2:25]2. The catalyst is C(OCC)C.C1COCC1. The product is [OH:20][C:21]1([C:2]2[CH:3]=[N:4][CH:5]=[C:6]([O:8][C:9]3[CH:14]=[CH:13][CH:12]=[CH:11][CH:10]=3)[CH:7]=2)[CH2:27][CH:26]2[CH2:28][CH:22]1[CH2:23][N:24]([C:29]([O:31][CH2:32][CH3:33])=[O:30])[CH2:25]2. The yield is 0.840. (7) The reactants are [CH3:1][C:2]1[CH:7]=[C:6]([CH3:8])[CH:5]=[C:4]([CH3:9])[C:3]=1[NH:10][C:11]1[CH:16]=[CH:15][N:14]=[C:13]([NH:17][C:18]2[CH:25]=[CH:24][C:21]([C:22]#[N:23])=[CH:20][CH:19]=2)[N:12]=1.[ClH:26].CC(O)C. The catalyst is C(O)C. The product is [ClH:26].[CH3:1][C:2]1[CH:7]=[C:6]([CH3:8])[CH:5]=[C:4]([CH3:9])[C:3]=1[NH:10][C:11]1[CH:16]=[CH:15][N:14]=[C:13]([NH:17][C:18]2[CH:25]=[CH:24][C:21]([C:22]#[N:23])=[CH:20][CH:19]=2)[N:12]=1. The yield is 0.860. (8) The reactants are [CH3:1][O:2][C:3](=[O:45])[C:4]1[CH:9]=[CH:8][C:7]([CH2:10][O:11][C:12]2[CH:17]=[CH:16][C:15]([CH2:18][C@H:19]([NH:37]C(OC(C)(C)C)=O)[C:20]3[N:21]([CH2:33][CH2:34][CH2:35][CH3:36])[CH:22]=[C:23]([C:25]4[CH:30]=[CH:29][C:28]([Cl:31])=[CH:27][C:26]=4[Cl:32])[N:24]=3)=[CH:14][CH:13]=2)=[CH:6][CH:5]=1.Cl. The catalyst is O1CCOCC1. The product is [ClH:31].[CH3:1][O:2][C:3](=[O:45])[C:4]1[CH:9]=[CH:8][C:7]([CH2:10][O:11][C:12]2[CH:17]=[CH:16][C:15]([CH2:18][C@H:19]([NH2:37])[C:20]3[N:21]([CH2:33][CH2:34][CH2:35][CH3:36])[CH:22]=[C:23]([C:25]4[CH:30]=[CH:29][C:28]([Cl:31])=[CH:27][C:26]=4[Cl:32])[N:24]=3)=[CH:14][CH:13]=2)=[CH:6][CH:5]=1. The yield is 0.700. (9) The reactants are [CH2:1]([O:3][C:4]1[N:9]=[N:8][C:7]([C:10]([OH:12])=O)=[CH:6][CH:5]=1)[CH3:2].C1N=CN(C(N2C=NC=C2)=O)C=1.Cl.[NH2:26][CH2:27][C:28]1[CH:29]=[C:30]2[C:34](=[CH:35][CH:36]=1)[C:33](=[O:37])[N:32]([C:38]1([CH3:46])[CH2:43][CH2:42][C:41](=[O:44])[NH:40][C:39]1=[O:45])[C:31]2=[O:47].O. The catalyst is CN(C)C=O. The product is [CH3:46][C:38]1([N:32]2[C:31](=[O:47])[C:30]3[C:34](=[CH:35][CH:36]=[C:28]([CH2:27][NH:26][C:10]([C:7]4[N:8]=[N:9][C:4]([O:3][CH2:1][CH3:2])=[CH:5][CH:6]=4)=[O:12])[CH:29]=3)[C:33]2=[O:37])[CH2:43][CH2:42][C:41](=[O:44])[NH:40][C:39]1=[O:45]. The yield is 0.600. (10) The reactants are Br[C:2]1[CH:7]=[CH:6][C:5]([N:8]2[CH:12]=[N:11][C:10]([CH3:13])=[N:9]2)=[C:4]([O:14][CH3:15])[CH:3]=1.C(P(C(C)(C)C)C1C=CC=CC=1C1C=CC=CC=1)(C)(C)C.[C:37]([O:40]CC)(=[O:39])C. The catalyst is CN(C=O)C.[C-]#N.[Zn+2].[C-]#N.C1C=CC(/C=C/C(/C=C/C2C=CC=CC=2)=O)=CC=1.C1C=CC(/C=C/C(/C=C/C2C=CC=CC=2)=O)=CC=1.C1C=CC(/C=C/C(/C=C/C2C=CC=CC=2)=O)=CC=1.[Pd].[Pd]. The product is [CH3:15][O:14][C:4]1[CH:3]=[C:2]([CH:7]=[CH:6][C:5]=1[N:8]1[CH:12]=[N:11][C:10]([CH3:13])=[N:9]1)[C:37]([OH:40])=[O:39]. The yield is 0.260.